Dataset: hERG Central: cardiac toxicity at 1µM, 10µM, and general inhibition. Task: Predict hERG channel inhibition at various concentrations. (1) Results: hERG_inhib (hERG inhibition (general)): blocker. The drug is CC[C@H]1CN(C)CCc2c([nH]c3ccccc23)C(=O)C[C@@H]1/C(=C\OC)C(=O)OC. (2) The drug is CCn1c(SCC(=O)Nc2nc3c(s2)CCCC3)nnc1-c1ccccc1. Results: hERG_inhib (hERG inhibition (general)): blocker. (3) The drug is CCN(CC)Cc1c(C(=O)N/N=C/c2ccncc2)nnn1-c1nonc1N. Results: hERG_inhib (hERG inhibition (general)): blocker.